Dataset: Experimentally validated miRNA-target interactions with 360,000+ pairs, plus equal number of negative samples. Task: Binary Classification. Given a miRNA mature sequence and a target amino acid sequence, predict their likelihood of interaction. (1) The miRNA is hsa-miR-6499-5p with sequence UCGGGCGCAAGAGCACUGCAGU. The protein sequence of the target gene is MELWGAYLLLCLFSLLTQVTTEPPTQKPKKIVNAKKDVVNTKMFEELKSRLDTLAQEVALLKEQQALQTVCLKGTKVHMKCFLAFTQTKTFHEASEDCISRGGTLGTPQTGSENDALYEYLRQSVGNEAEIWLGLNDMAAEGTWVDMTGARIAYKNWETEITAQPDGGKTENCAVLSGAANGKWFDKRCRDQLPYICQFGIV. Result: 0 (no interaction). (2) The miRNA is hsa-miR-92b-3p with sequence UAUUGCACUCGUCCCGGCCUCC. The protein sequence of the target gene is MKRNGSRNCLNRRSRFGSRERDWLREDVKRGCVYLYGADTTTATTTTTTSSSSSSSSSSSDLHLVLCTVETPASEICAGEGRESLYLQLHGDLVRRLEPTERPLQIVYDYLSRLGFDDPVRIQEEATNPDLGCMIRFYGEKPCHMDRLDRILLSGIYNVRKGKTQLHKWAERLVVLCGTCLIVSSVKDCQTGKMHILPLVGGKIEEVKRRQYSLAFSSAGAQAQTYHVSFETLAEYQRWQRQASKVVSQRISTVDLSCYSLEEVPEHLFYSQDITYLNLRHNFMQLERPGGLDTLYKFSQ.... Result: 1 (interaction). (3) The miRNA is mmu-miR-30c-5p with sequence UGUAAACAUCCUACACUCUCAGC. The protein sequence of the target gene is MSKRHRLDLGEDYPSGKKRAGTDGKDRDRDRDREDRSKDRDRERDRGDREREREKEKEKELRASTNAMLISAGLPPLKASHSAHSTHSAHSTHSTHSAHSTHAGHAGHTSLPQCINPFTNLPHTPRYYDILKKRLQLPVWEYKDRFTDILVRHQSFVLVGETGSGKTTQIPQWCVEYMRSLPGPKRGVACTQPRRVAAMSVAQRVADEMDVMLGQEVGYSIRFEDCSSAKTILKYMTDGMLLREAMNDPLLERYGVIILDEAHERTLATDILMGVLKEVVRQRSDLKVIVMSATLDAGKF.... Result: 0 (no interaction). (4) The miRNA is hsa-miR-4652-5p with sequence AGGGGACUGGUUAAUAGAACUA. The protein sequence of the target gene is MLGAVKMEGHEPSDWSSYYAEPEGYSSVSNMNAGLGMNGMNTYMSMSAAAMGGGSGNMSAGSMNMSSYVGAGMSPSLAGMSPGAGAMAGMSGSAGAAGVAGMGPHLSPSLSPLGGQAAGAMGGLAPYANMNSMSPMYGQAGLSRARDPKTYRRSYTHAKPPYSYISLITMAIQQSPNKMLTLSEIYQWIMDLFPFYRQNQQRWQNSIRHSLSFNDCFLKVPRSPDKPGKGSFWTLHPDSGNMFENGCYLRRQKRFKCEKQLALKEAAGAASSGGKKTAPGSQASQAQLGEAAGSASETPA.... Result: 0 (no interaction). (5) The miRNA is hsa-let-7c-5p with sequence UGAGGUAGUAGGUUGUAUGGUU. The protein sequence of the target gene is MAAQSAPKVVLKSTTKMSLNERFTNMLKNKQPTPVNIRASMQQQQQLASARNRRLAQQMENRPSVQAALKLKQSLKQRLGKSNIQARLGRPIGALARGAIGGRGLPIIQRGLPRGGLRGGRATRTLLRGGMSLRGQNLLRGGRAVAPRMGLRRGGVRGRGGPGRGGLGRGAMGRGGIGGRGRGMIGRGRGGFGGRGRGRGRGRGALARPVLTKEQLDNQLDAYMSKTKGHLDAELDAYMAQTDPETND. Result: 1 (interaction). (6) The miRNA is hsa-miR-877-3p with sequence UCCUCUUCUCCCUCCUCCCAG. The protein sequence of the target gene is MAPYPCGCHILLLLFCCLAAARANLLNLNWLWFNNEDTSHAATTIPEPQGPLPVQPTADTTTHVTPRNGSTEPATAPGSPEPPSELLEDGQDTPTSAESPDAPEENIAGVGAEILNVAKGIRSFVQLWNDTVPTESLARAETLVLETPVGPLALAGPSSTPQENGTTLWPSRGIPSSPGAHTTEAGTLPAPTPSPPSLGRPWAPLTGPSVPPPSSGRASLSSLLGGAPPWGSLQDPDSQGLSPAAAAPSQQLQRPDVRLRTPLLHPLVMGSLGKHAAPSAFSSGLPGALSQVAVTTLTRD.... Result: 1 (interaction). (7) The miRNA is hsa-miR-3907 with sequence AGGUGCUCCAGGCUGGCUCACA. The protein sequence of the target gene is MEKRAAAGLEGAPGARAQLAVVCLVNIFLTGRLSSAVPALAACSGKLEQHTERRGVIYSPAWPLNYPPGTNCSWYIQGDRGDMITISFRNFDVEESHQCSLDWLLLGPAAPPRQEAFRLCGSAIPPAFISARDHVWIFFHSDASSSGQAQGFRLSYIRGKLGQASCQADEFRCDNGKCLPGPWQCNTVDECGDGSDEGNCSAPASEPPGSLCPGGTFPCSGARSTRCLPVERRCDGLQDCGDGSDEAGCPDLACGRRLGSFYGSFASPDLFGAARGPSDLHCTWLVDTQDSRRVLLQLEL.... Result: 0 (no interaction).